From a dataset of Full USPTO retrosynthesis dataset with 1.9M reactions from patents (1976-2016). Predict the reactants needed to synthesize the given product. (1) Given the product [CH2:1]([NH:7][C:8]([C:10]1[N:11]=[N:12][C:13]([N:20]2[CH2:21][CH2:22][N:17]([C:23](=[O:24])[C:25]3[CH:30]=[CH:29][CH:28]=[CH:27][C:26]=3[C:31]([F:34])([F:32])[F:33])[CH2:18][CH2:19]2)=[CH:14][CH:15]=1)=[O:9])[CH2:2][CH2:3][CH2:4][CH2:5][CH3:6], predict the reactants needed to synthesize it. The reactants are: [CH2:1]([NH:7][C:8]([C:10]1[N:11]=[N:12][C:13](Cl)=[CH:14][CH:15]=1)=[O:9])[CH2:2][CH2:3][CH2:4][CH2:5][CH3:6].[N:17]1([C:23]([C:25]2[CH:30]=[CH:29][CH:28]=[CH:27][C:26]=2[C:31]([F:34])([F:33])[F:32])=[O:24])[CH2:22][CH2:21][NH:20][CH2:19][CH2:18]1. (2) Given the product [Si:22]([O:21][CH2:20][C:19]([N:12]1[C:13]2[N:14]=[CH:15][N:16]=[CH:17][C:18]=2[C:10]([C:8]([C:4]2[CH:3]=[C:2]([NH:1][C:40](=[O:41])[CH2:39][C:35]3[CH:36]=[CH:37][CH:38]=[C:33]([C:32]([F:43])([F:31])[F:44])[CH:34]=3)[CH:7]=[N:6][CH:5]=2)=[O:9])=[CH:11]1)([CH3:30])[CH3:29])([C:25]([CH3:28])([CH3:27])[CH3:26])([CH3:23])[CH3:24], predict the reactants needed to synthesize it. The reactants are: [NH2:1][C:2]1[CH:3]=[C:4]([C:8]([C:10]2[C:18]3[CH:17]=[N:16][CH:15]=[N:14][C:13]=3[N:12]([C:19]([CH3:30])([CH3:29])[CH2:20][O:21][Si:22]([C:25]([CH3:28])([CH3:27])[CH3:26])([CH3:24])[CH3:23])[CH:11]=2)=[O:9])[CH:5]=[N:6][CH:7]=1.[F:31][C:32]([F:44])([F:43])[C:33]1[CH:34]=[C:35]([CH2:39][C:40](O)=[O:41])[CH:36]=[CH:37][CH:38]=1.CCN(C(C)C)C(C)C. (3) Given the product [C:44]([C:43]1[CH:42]=[CH:41][C:40]([C:37]2[N:35]3[CH:36]=[C:31]([C:2]4[CH:22]=[CH:21][C:5]([C:6]([CH:8]5[CH2:13][CH2:12][N:11]([C:14]([O:16][C:17]([CH3:20])([CH3:19])[CH3:18])=[O:15])[CH2:10][CH2:9]5)=[O:7])=[CH:4][CH:3]=4)[CH:32]=[CH:33][C:34]3=[N:39][CH:38]=2)=[CH:47][CH:46]=1)#[N:45], predict the reactants needed to synthesize it. The reactants are: Br[C:2]1[CH:22]=[CH:21][C:5]([C:6]([CH:8]2[CH2:13][CH2:12][N:11]([C:14]([O:16][C:17]([CH3:20])([CH3:19])[CH3:18])=[O:15])[CH2:10][CH2:9]2)=[O:7])=[CH:4][CH:3]=1.CC1(C)C(C)(C)OB([C:31]2[CH:32]=[CH:33][C:34]3[N:35]([C:37]([C:40]4[CH:47]=[CH:46][C:43]([C:44]#[N:45])=[CH:42][CH:41]=4)=[CH:38][N:39]=3)[CH:36]=2)O1.[O-]P([O-])([O-])=O.[K+].[K+].[K+].